Dataset: Full USPTO retrosynthesis dataset with 1.9M reactions from patents (1976-2016). Task: Predict the reactants needed to synthesize the given product. (1) Given the product [C:54]([C:51]1([NH:50][C:10](=[O:12])[C@@:9]([S:29]([CH3:28])(=[O:31])=[O:30])([NH:13][C@@H:14]([C:19]2[CH:20]=[CH:21][CH:22]=[CH:23][CH:24]=2)[C:15]([F:16])([F:17])[F:18])[CH2:8][CH:62]2[CH2:61][CH2:63]2)[CH2:53][CH2:52]1)#[N:55], predict the reactants needed to synthesize it. The reactants are: C1(CS([CH2:8][C@H:9]([NH:13][C@@H:14]([C:19]2[CH:24]=[CH:23][CH:22]=[CH:21][CH:20]=2)[C:15]([F:18])([F:17])[F:16])[C:10]([OH:12])=O)(=O)=O)CC1.C1([CH2:28][S:29](C[C@H](N[C@H](C2C=CC=CC=2)C(F)(F)F)C(O)=O)(=[O:31])=[O:30])CC1.Cl.[NH2:50][C:51]1([C:54]#[N:55])[CH2:53][CH2:52]1.CN1[CH2:62][CH2:61]OCC1.[CH3:63]N(C=O)C. (2) Given the product [Br:21][C:16]1[CH:17]=[CH:18][CH:19]=[CH:20][C:15]=1[CH2:14][CH:11]1[CH2:10][CH2:9][NH:8][CH2:13][CH2:12]1, predict the reactants needed to synthesize it. The reactants are: C(OC([N:8]1[CH2:13][CH2:12][C:11](=[CH:14][C:15]2[CH:20]=[CH:19][CH:18]=[CH:17][C:16]=2[Br:21])[CH2:10][CH2:9]1)=O)(C)(C)C.[H][H]. (3) Given the product [F:1][C:2]1[CH:8]=[CH:7][C:5]([NH:6][C:28](=[O:29])[CH2:27][C:15]2[N:14]([CH3:13])[C:19](=[O:20])[CH:18]=[C:17]([N:21]3[CH2:26][CH2:25][O:24][CH2:23][CH2:22]3)[N:16]=2)=[CH:4][CH:3]=1, predict the reactants needed to synthesize it. The reactants are: [F:1][C:2]1[CH:8]=[CH:7][C:5]([NH2:6])=[CH:4][CH:3]=1.C[Al](C)C.[CH3:13][N:14]1[C:19](=[O:20])[CH:18]=[C:17]([N:21]2[CH2:26][CH2:25][O:24][CH2:23][CH2:22]2)[N:16]=[C:15]1[CH2:27][C:28](OCC)=[O:29].P([O-])([O-])([O-])=O.[K+].[K+].[K+].